The task is: Predict the reaction yield, written as a fraction of the theoretical maximum amount of product (1.0 means a 100% yield; for example, 0.34 means a 34% yield).. This data is from Reaction yield outcomes from USPTO patents with 853,638 reactions. The reactants are [CH2:1]([O:3][C:4]([C:6]1[C:10]([C:11]([O:13][CH2:14][CH3:15])=[O:12])=[C:9]([NH2:16])[S:8][C:7]=1[NH2:17])=[O:5])[CH3:2].[S:18]1[CH:22]=[CH:21][CH:20]=[C:19]1[CH:23]=O.FC(F)(F)C(O)=O. The catalyst is C(O)(C)C. The product is [CH2:1]([O:3][C:4]([C:6]1[C:10]([C:11]([O:13][CH2:14][CH3:15])=[O:12])=[C:9]([N:16]=[CH:23][C:19]2[S:18][CH:22]=[CH:21][CH:20]=2)[S:8][C:7]=1[NH2:17])=[O:5])[CH3:2]. The yield is 0.810.